From a dataset of Forward reaction prediction with 1.9M reactions from USPTO patents (1976-2016). Predict the product of the given reaction. (1) Given the reactants [F:1][C:2]([F:17])([F:16])[C:3]([C:5]1[CH:6]=[C:7]([CH:13]=[CH:14][CH:15]=1)[C:8]([O:10][CH2:11][CH3:12])=[O:9])=O.N1C=CC=CC=1.Cl.[NH2:25][OH:26], predict the reaction product. The product is: [F:1][C:2]([F:17])([F:16])/[C:3](/[C:5]1[CH:6]=[C:7]([CH:13]=[CH:14][CH:15]=1)[C:8]([O:10][CH2:11][CH3:12])=[O:9])=[N:25]/[OH:26]. (2) Given the reactants [OH:1][C:2]1[CH:9]=[CH:8][C:5]([C:6]#[N:7])=[CH:4][CH:3]=1.CCN(C(C)C)C(C)C.[CH3:19][Si:20]([CH2:23][CH2:24][O:25][CH2:26]Cl)([CH3:22])[CH3:21], predict the reaction product. The product is: [CH3:19][Si:20]([CH3:22])([CH3:21])[CH2:23][CH2:24][O:25][CH2:26][O:1][C:2]1[CH:9]=[CH:8][C:5]([C:6]#[N:7])=[CH:4][CH:3]=1. (3) Given the reactants C([Li])CCC.[F:6][C:7]1[CH:8]=[N:9][CH:10]=[C:11]([F:13])[CH:12]=1.[Cl:14][C:15]1[C:24]2[C:19](=[CH:20][C:21]([C:25]([O:27][CH3:28])=[O:26])=[CH:22][CH:23]=2)[C:18](OS(C(F)(F)F)(=O)=O)=[N:17][CH:16]=1, predict the reaction product. The product is: [Cl:14][C:15]1[C:24]2[C:19](=[CH:20][C:21]([C:25]([O:27][CH3:28])=[O:26])=[CH:22][CH:23]=2)[C:18]([C:12]2[C:11]([F:13])=[CH:10][N:9]=[CH:8][C:7]=2[F:6])=[N:17][CH:16]=1. (4) Given the reactants C([N:5]1[C:9](=[O:10])[C:8]([NH:11][CH2:12][CH2:13][CH2:14][CH2:15][C:16]2[CH:21]=[CH:20][CH:19]=[CH:18][CH:17]=2)=[C:7]([C:22]2[CH:27]=[CH:26][CH:25]=[CH:24][CH:23]=2)[S:6]1(=[O:29])=[O:28])(C)(C)C.C(=O)([O-])[O-].[K+].[K+].[CH2:36](Br)[C:37]1[CH:42]=[CH:41][CH:40]=[CH:39][CH:38]=1, predict the reaction product. The product is: [CH2:36]([N:5]1[C:9](=[O:10])[C:8]([NH:11][CH2:12][CH2:13][CH2:14][CH2:15][C:16]2[CH:21]=[CH:20][CH:19]=[CH:18][CH:17]=2)=[C:7]([C:22]2[CH:27]=[CH:26][CH:25]=[CH:24][CH:23]=2)[S:6]1(=[O:28])=[O:29])[C:37]1[CH:42]=[CH:41][CH:40]=[CH:39][CH:38]=1. (5) Given the reactants [CH3:1][O:2][C:3](=[O:23])[C:4]1[CH:9]=[C:8]([NH2:10])[C:7]([NH:11][CH3:12])=[CH:6][C:5]=1[N:13]1[CH2:18][CH2:17][CH:16]([C:19]([F:22])([F:21])[F:20])[CH2:15][CH2:14]1.[Cl:24][C:25]1[C:38]([N:39]=[C:40]=S)=[C:37]([Cl:42])[CH:36]=[CH:35][C:26]=1[CH2:27][NH:28][C:29](=[O:34])[C:30]([CH3:33])([CH3:32])[CH3:31].CC(C)N=C=NC(C)C, predict the reaction product. The product is: [CH3:1][O:2][C:3]([C:4]1[C:5]([N:13]2[CH2:18][CH2:17][CH:16]([C:19]([F:22])([F:20])[F:21])[CH2:15][CH2:14]2)=[CH:6][C:7]2[N:11]([CH3:12])[C:40]([NH:39][C:38]3[C:37]([Cl:42])=[CH:36][CH:35]=[C:26]([CH2:27][NH:28][C:29](=[O:34])[C:30]([CH3:33])([CH3:32])[CH3:31])[C:25]=3[Cl:24])=[N:10][C:8]=2[CH:9]=1)=[O:23]. (6) Given the reactants [CH2:1]([O:8][CH2:9][CH:10]([CH:23]([CH3:25])[CH3:24])[CH2:11][CH:12]([NH:15][C:16](=[O:22])[O:17][C:18]([CH3:21])([CH3:20])[CH3:19])[CH2:13][OH:14])[C:2]1[CH:7]=[CH:6][CH:5]=[CH:4][CH:3]=1.O.[C:27]1(C)[CH:32]=CC(S(O)(=O)=O)=C[CH:28]=1.COC(C)=C.C(=O)([O-])O.[Na+], predict the reaction product. The product is: [CH2:1]([O:8][CH2:9][CH:10]([CH:23]([CH3:25])[CH3:24])[CH2:11][CH:12]1[CH2:13][O:14][C:27]([CH3:32])([CH3:28])[N:15]1[C:16]([O:17][C:18]([CH3:19])([CH3:20])[CH3:21])=[O:22])[C:2]1[CH:3]=[CH:4][CH:5]=[CH:6][CH:7]=1. (7) Given the reactants [CH3:1][S:2]([C:5]1[CH:6]=[CH:7][C:8]([C:11]#[N:12])=[N:9][CH:10]=1)(=[O:4])=[O:3].C(O)C.[ClH:16], predict the reaction product. The product is: [ClH:16].[CH3:1][S:2]([C:5]1[CH:6]=[CH:7][C:8]([CH2:11][NH2:12])=[N:9][CH:10]=1)(=[O:4])=[O:3].